The task is: Predict the product of the given reaction.. This data is from Forward reaction prediction with 1.9M reactions from USPTO patents (1976-2016). (1) Given the reactants [H-].[Na+].[C:3](#[N:7])[CH2:4][C:5]#[N:6].[Si:8]([O:15][C:16]1[CH:24]=[CH:23][C:19]([C:20](O)=[O:21])=[CH:18][CH:17]=1)([C:11]([CH3:14])([CH3:13])[CH3:12])([CH3:10])[CH3:9].[CH3:25]N1CCOCC1.C(OC(Cl)=O)C(C)C.S(OC)(OC)(=O)=O, predict the reaction product. The product is: [Si:8]([O:15][C:16]1[CH:24]=[CH:23][C:19]([C:20]([O:21][CH3:25])=[C:4]([C:3]#[N:7])[C:5]#[N:6])=[CH:18][CH:17]=1)([C:11]([CH3:14])([CH3:13])[CH3:12])([CH3:10])[CH3:9]. (2) Given the reactants [C:1]([C:5]1[N:9]([CH2:10][CH:11]2[CH2:16][CH2:15][C:14]([F:18])([F:17])[CH2:13][CH2:12]2)[C:8]2[CH:19]=[CH:20][C:21]([S:23](Cl)(=[O:25])=[O:24])=[CH:22][C:7]=2[N:6]=1)([CH3:4])([CH3:3])[CH3:2].C(N(CC)C(C)C)(C)C.Cl.[NH:37]1[CH2:42][CH2:41][O:40][CH:39]([C:43]([OH:45])=[O:44])[CH2:38]1, predict the reaction product. The product is: [C:1]([C:5]1[N:9]([CH2:10][CH:11]2[CH2:16][CH2:15][C:14]([F:18])([F:17])[CH2:13][CH2:12]2)[C:8]2[CH:19]=[CH:20][C:21]([S:23]([N:37]3[CH2:42][CH2:41][O:40][CH:39]([C:43]([OH:45])=[O:44])[CH2:38]3)(=[O:25])=[O:24])=[CH:22][C:7]=2[N:6]=1)([CH3:4])([CH3:3])[CH3:2]. (3) Given the reactants [CH2:1]([NH:8][C:9]1[CH:28]=[CH:27][C:12]([CH2:13][NH:14][C:15]([C:17]2[CH:18]=[C:19]3[C:24](=[CH:25][CH:26]=2)[N:23]=[CH:22][CH:21]=[CH:20]3)=[O:16])=[CH:11][CH:10]=1)[C:2]1[CH:7]=[CH:6][CH:5]=[CH:4][CH:3]=1.N1C=CC=C[C:30]=1OCC1C=CC(CNC(C2C(N)=NC(N)=CN=2)=O)=CC=1.C=O.C(=O)(O)[O-].[Na+], predict the reaction product. The product is: [CH2:1]([N:8]([CH3:30])[C:9]1[CH:10]=[CH:11][C:12]([CH2:13][NH:14][C:15]([C:17]2[CH:18]=[C:19]3[C:24](=[CH:25][CH:26]=2)[N:23]=[CH:22][CH:21]=[CH:20]3)=[O:16])=[CH:27][CH:28]=1)[C:2]1[CH:3]=[CH:4][CH:5]=[CH:6][CH:7]=1. (4) Given the reactants [CH:1]1([C:4]2[CH:9]=[CH:8][C:7]([CH2:10][CH:11]([NH2:14])[CH2:12][CH3:13])=[CH:6][C:5]=2[O:15][CH3:16])[CH2:3][CH2:2]1.[CH:17](OCC)=[O:18], predict the reaction product. The product is: [CH:1]1([C:4]2[CH:9]=[CH:8][C:7]([CH2:10][CH:11]([NH:14][CH:17]=[O:18])[CH2:12][CH3:13])=[CH:6][C:5]=2[O:15][CH3:16])[CH2:3][CH2:2]1. (5) Given the reactants [NH2:1][CH2:2][C:3]1[CH:10]=[C:9]([F:11])[C:6]([C:7]#[N:8])=[C:5]([F:12])[CH:4]=1.[C:13](O[C:13]([O:15][C:16]([CH3:19])([CH3:18])[CH3:17])=[O:14])([O:15][C:16]([CH3:19])([CH3:18])[CH3:17])=[O:14], predict the reaction product. The product is: [F:12][C:5]1[CH:4]=[C:3]([CH2:2][NH:1][C:13]([O:15][C:16]([CH3:19])([CH3:18])[CH3:17])=[O:14])[CH:10]=[C:9]([F:11])[C:6]=1[C:7]#[N:8].